This data is from NCI-60 drug combinations with 297,098 pairs across 59 cell lines. The task is: Regression. Given two drug SMILES strings and cell line genomic features, predict the synergy score measuring deviation from expected non-interaction effect. (1) Drug 1: CS(=O)(=O)CCNCC1=CC=C(O1)C2=CC3=C(C=C2)N=CN=C3NC4=CC(=C(C=C4)OCC5=CC(=CC=C5)F)Cl. Drug 2: CC1C(C(CC(O1)OC2CC(CC3=C2C(=C4C(=C3O)C(=O)C5=C(C4=O)C(=CC=C5)OC)O)(C(=O)CO)O)N)O.Cl. Cell line: SNB-75. Synergy scores: CSS=36.1, Synergy_ZIP=0.0493, Synergy_Bliss=3.44, Synergy_Loewe=-8.65, Synergy_HSA=4.07. (2) Drug 1: CCCS(=O)(=O)NC1=C(C(=C(C=C1)F)C(=O)C2=CNC3=C2C=C(C=N3)C4=CC=C(C=C4)Cl)F. Drug 2: CCCS(=O)(=O)NC1=C(C(=C(C=C1)F)C(=O)C2=CNC3=C2C=C(C=N3)C4=CC=C(C=C4)Cl)F. Cell line: A498. Synergy scores: CSS=4.40, Synergy_ZIP=-0.307, Synergy_Bliss=0.944, Synergy_Loewe=-0.949, Synergy_HSA=-0.702.